The task is: Regression. Given a peptide amino acid sequence and an MHC pseudo amino acid sequence, predict their binding affinity value. This is MHC class I binding data.. This data is from Peptide-MHC class I binding affinity with 185,985 pairs from IEDB/IMGT. (1) The peptide sequence is DVDIYDAVR. The MHC is HLA-A03:01 with pseudo-sequence HLA-A03:01. The binding affinity (normalized) is 0. (2) The peptide sequence is FQYEHEQTF. The MHC is HLA-A26:02 with pseudo-sequence HLA-A26:02. The binding affinity (normalized) is 0.504. (3) The peptide sequence is KVFAPKQKM. The MHC is HLA-A03:01 with pseudo-sequence HLA-A03:01. The binding affinity (normalized) is 0.264. (4) The peptide sequence is DMLLNVQTLI. The MHC is HLA-A68:02 with pseudo-sequence HLA-A68:02. The binding affinity (normalized) is 0.186. (5) The peptide sequence is AASCGGAVF. The MHC is HLA-A02:01 with pseudo-sequence HLA-A02:01. The binding affinity (normalized) is 0.149.